From a dataset of Reaction yield outcomes from USPTO patents with 853,638 reactions. Predict the reaction yield, written as a fraction of the theoretical maximum amount of product (1.0 means a 100% yield; for example, 0.34 means a 34% yield). The reactants are Br[C:2]1[N:3]=[CH:4][NH:5][CH:6]=1.[F:7][C:8]1[CH:13]=[CH:12][C:11](B(O)O)=[CH:10][C:9]=1[CH3:17].C([O-])([O-])=O.[Na+].[Na+]. The catalyst is COCCOC.CCO.O.C1C=CC([P]([Pd]([P](C2C=CC=CC=2)(C2C=CC=CC=2)C2C=CC=CC=2)([P](C2C=CC=CC=2)(C2C=CC=CC=2)C2C=CC=CC=2)[P](C2C=CC=CC=2)(C2C=CC=CC=2)C2C=CC=CC=2)(C2C=CC=CC=2)C2C=CC=CC=2)=CC=1. The product is [F:7][C:8]1[CH:13]=[CH:12][C:11]([C:2]2[N:3]=[CH:4][NH:5][CH:6]=2)=[CH:10][C:9]=1[CH3:17]. The yield is 0.920.